This data is from Full USPTO retrosynthesis dataset with 1.9M reactions from patents (1976-2016). The task is: Predict the reactants needed to synthesize the given product. (1) Given the product [NH2:1][C:2]1[O:6][N:5]=[C:4]([C:7]2[CH:8]=[CH:9][C:10]([O:13][C:14]([F:16])([F:17])[F:15])=[CH:11][CH:12]=2)[C:3]=1[C:18]([N:44]1[CH2:43][CH2:42][N:41]([C:36]2[CH:37]=[CH:38][CH:39]=[CH:40][C:35]=2[O:34][CH3:33])[CH2:46][CH2:45]1)=[O:19], predict the reactants needed to synthesize it. The reactants are: [NH2:1][C:2]1[O:6][N:5]=[C:4]([C:7]2[CH:12]=[CH:11][C:10]([O:13][C:14]([F:17])([F:16])[F:15])=[CH:9][CH:8]=2)[C:3]=1[C:18](O)=[O:19].Cl.C(N=C=NCCCN(C)C)C.[CH3:33][O:34][C:35]1[CH:40]=[CH:39][CH:38]=[CH:37][C:36]=1[N:41]1[CH2:46][CH2:45][NH:44][CH2:43][CH2:42]1. (2) Given the product [F:15][C:16]([F:29])([F:28])[S:17]([O:12][C:7]1[CH:8]=[C:9]2[C:4](=[CH:5][CH:6]=1)[C:3](=[O:13])[C:2]([CH3:14])([CH3:1])[CH2:11][CH2:10]2)(=[O:19])=[O:18], predict the reactants needed to synthesize it. The reactants are: [CH3:1][C:2]1([CH3:14])[CH2:11][CH2:10][C:9]2[C:4](=[CH:5][CH:6]=[C:7]([OH:12])[CH:8]=2)[C:3]1=[O:13].[F:15][C:16]([F:29])([F:28])[S:17](O[S:17]([C:16]([F:29])([F:28])[F:15])(=[O:19])=[O:18])(=[O:19])=[O:18].